This data is from Catalyst prediction with 721,799 reactions and 888 catalyst types from USPTO. The task is: Predict which catalyst facilitates the given reaction. (1) Reactant: O1CCOCC1.Cl.[NH2:8][C:9]([NH2:11])=[NH:10].[OH-].[Na+].[CH2:14]([O:21][C:22](Cl)=[O:23])[C:15]1[CH:20]=[CH:19][CH:18]=[CH:17][CH:16]=1. Product: [C:22]([NH:10][C:9]([NH2:11])=[NH:8])([O:21][CH2:14][C:15]1[CH:20]=[CH:19][CH:18]=[CH:17][CH:16]=1)=[O:23]. The catalyst class is: 6. (2) Reactant: CC(C1C=C(C(C)C)C(C2C=CC=CC=2P(C2CCCCC2)C2CCCCC2)=C(C(C)C)C=1)C.C(=O)([O-])[O-].[K+].[K+].[CH:41]1([B-](F)(F)F)[CH2:43][CH2:42]1.[K+].Cl[C:50]1[CH:51]=[C:52]2[C:57](=[C:58]([CH:60]=[O:61])[CH:59]=1)[O:56][C:55]([CH3:63])([CH3:62])[CH2:54][CH2:53]2. Product: [CH:41]1([C:50]2[CH:51]=[C:52]3[C:57](=[C:58]([CH:60]=[O:61])[CH:59]=2)[O:56][C:55]([CH3:63])([CH3:62])[CH2:54][CH2:53]3)[CH2:43][CH2:42]1. The catalyst class is: 318.